From a dataset of Forward reaction prediction with 1.9M reactions from USPTO patents (1976-2016). Predict the product of the given reaction. (1) Given the reactants [CH2:1]([S:8]([NH:11][C:12]([CH:14]1[CH2:17][N:16]([C:18]2[C:28]([C:29]#[N:30])=[CH:27][C:21]([C:22]([O:24][CH2:25][CH3:26])=[O:23])=[C:20]([CH2:31]Cl)[N:19]=2)[CH2:15]1)=[O:13])(=[O:10])=[O:9])[C:2]1[CH:7]=[CH:6][CH:5]=[CH:4][CH:3]=1.[I-].[Na+].[CH3:35][NH:36][CH3:37], predict the reaction product. The product is: [CH2:1]([S:8]([NH:11][C:12]([CH:14]1[CH2:17][N:16]([C:18]2[C:28]([C:29]#[N:30])=[CH:27][C:21]([C:22]([O:24][CH2:25][CH3:26])=[O:23])=[C:20]([CH2:31][N:36]([CH3:37])[CH3:35])[N:19]=2)[CH2:15]1)=[O:13])(=[O:10])=[O:9])[C:2]1[CH:7]=[CH:6][CH:5]=[CH:4][CH:3]=1. (2) Given the reactants [C:1]1([C@H:7]2[C@H:11]([C:12]3[CH:17]=[CH:16][CH:15]=[CH:14][CH:13]=3)[O:10][C:9]3([CH2:22][CH2:21][CH:20]([CH2:23]S(OC)(=O)=O)[CH2:19][CH2:18]3)[O:8]2)[CH:6]=[CH:5][CH:4]=[CH:3][CH:2]=1.[I-:29].[Na+].O.C(OCC)(=O)C, predict the reaction product. The product is: [I:29][CH2:23][CH:20]1[CH2:21][CH2:22][C:9]2([O:8][C@@H:7]([C:1]3[CH:6]=[CH:5][CH:4]=[CH:3][CH:2]=3)[C@H:11]([C:12]3[CH:17]=[CH:16][CH:15]=[CH:14][CH:13]=3)[O:10]2)[CH2:18][CH2:19]1. (3) Given the reactants [Na].Br[C:3]1[C:8]([C:9]2[CH:14]=[CH:13][CH:12]=[C:11]([F:15])[CH:10]=2)=[C:7]([C:16](=[O:18])[CH3:17])[CH:6]=[C:5]([Cl:19])[C:4]=1[CH3:20].[CH3:21][C:22]1[C:26](B2OC(C)(C)C(C)(C)O2)=[C:25]([CH3:36])[O:24][N:23]=1, predict the reaction product. The product is: [Cl:19][C:5]1[C:4]([CH3:20])=[C:3]([C:26]2[C:22]([CH3:21])=[N:23][O:24][C:25]=2[CH3:36])[C:8]([C:9]2[CH:14]=[CH:13][CH:12]=[C:11]([F:15])[CH:10]=2)=[C:7]([C:16](=[O:18])[CH3:17])[CH:6]=1.